This data is from Reaction yield outcomes from USPTO patents with 853,638 reactions. The task is: Predict the reaction yield, written as a fraction of the theoretical maximum amount of product (1.0 means a 100% yield; for example, 0.34 means a 34% yield). (1) The reactants are [F:1][C:2]([F:21])([F:20])[C:3]1[CH:4]=[C:5]([C:9]2[S:10][C:11]3[C:16]([N:17]=2)=[C:15]([CH:18]=[O:19])[CH:14]=[CH:13][N:12]=3)[CH:6]=[CH:7][CH:8]=1.[OH:22]S(O)(=O)=O.[O-][Mn](=O)(=O)=O.[K+]. The catalyst is CC(C)=O. The product is [F:21][C:2]([F:20])([F:1])[C:3]1[CH:4]=[C:5]([C:9]2[S:10][C:11]3[C:16]([N:17]=2)=[C:15]([C:18]([OH:22])=[O:19])[CH:14]=[CH:13][N:12]=3)[CH:6]=[CH:7][CH:8]=1. The yield is 0.620. (2) The reactants are C(O)(=O)CC(O)=[O:4].[CH2:8]1[CH2:13][CH2:12][CH:11]([N:14]=[C:15]=[N:16][CH:17]2[CH2:22][CH2:21][CH2:20][CH2:19][CH2:18]2)[CH2:10][CH2:9]1. The catalyst is C(Cl)Cl.CN(C1C=CN=CC=1)C. The product is [CH:17]1([NH:16][C:15](=[O:4])[NH:14][CH:11]2[CH2:10][CH2:9][CH2:8][CH2:13][CH2:12]2)[CH2:22][CH2:21][CH2:20][CH2:19][CH2:18]1. The yield is 0.600. (3) The reactants are [C:1]([C:5]1[S:9][C:8]([C:10]([NH:12][C@@H:13]([CH2:36][C:37]2[CH:42]=[CH:41][C:40]([C:43]3[N:48]=[CH:47][C:46]([C:49]4[CH:54]=[CH:53][C:52]([O:55][CH2:56][CH2:57][CH2:58][CH2:59][CH2:60][CH2:61][CH3:62])=[CH:51][CH:50]=4)=[CH:45][N:44]=3)=[CH:39][CH:38]=2)[C:14]([NH:16][C@H:17]([C:29]([O:31][C:32]([CH3:35])([CH3:34])[CH3:33])=[O:30])[CH2:18][C:19]([O:21]CC2C=CC=CC=2)=[O:20])=[O:15])=[O:11])=[CH:7][CH:6]=1)([CH3:4])([CH3:3])[CH3:2]. The catalyst is C1COCC1.[Pd]. The product is [C:32]([O:31][C:29](=[O:30])[C@@H:17]([NH:16][C:14](=[O:15])[C@@H:13]([NH:12][C:10]([C:8]1[S:9][C:5]([C:1]([CH3:4])([CH3:3])[CH3:2])=[CH:6][CH:7]=1)=[O:11])[CH2:36][C:37]1[CH:38]=[CH:39][C:40]([C:43]2[N:48]=[CH:47][C:46]([C:49]3[CH:54]=[CH:53][C:52]([O:55][CH2:56][CH2:57][CH2:58][CH2:59][CH2:60][CH2:61][CH3:62])=[CH:51][CH:50]=3)=[CH:45][N:44]=2)=[CH:41][CH:42]=1)[CH2:18][C:19]([OH:21])=[O:20])([CH3:33])([CH3:34])[CH3:35]. The yield is 0.660. (4) The reactants are [CH2:1]([C:4]1[S:5][CH:6]=[CH:7][CH:8]=1)[CH2:2][CH3:3].[Br:9]N1C(=O)CCC1=O. The catalyst is CN(C)C=O. The product is [Br:9][C:6]1[S:5][C:4]([CH2:1][CH2:2][CH3:3])=[CH:8][CH:7]=1. The yield is 0.890. (5) The reactants are [CH:1](=[C:8]1/[N:9]=[C:10]([C:14]2[CH:19]=[C:18]([F:20])[CH:17]=[CH:16][C:15]=2[F:21])[NH:11][C:12]/1=[O:13])/[C:2]1[CH:7]=[CH:6][CH:5]=[CH:4][CH:3]=1.[CH:22]([CH:24]=[CH2:25])=[O:23]. No catalyst specified. The product is [F:21][C:15]1[CH:16]=[CH:17][C:18]([F:20])=[CH:19][C:14]=1[C:10]1[NH:11][C:12]2[O:13][C:22](=[O:23])[CH:24]([CH3:25])[CH:1]([C:2]3[CH:3]=[CH:4][CH:5]=[CH:6][CH:7]=3)[C:8]=2[N:9]=1. The yield is 0.420. (6) The reactants are [CH3:1][C:2]1([CH3:22])[C@H:6]([C:7]2[CH:12]=[CH:11][C:10]([CH3:13])=[CH:9][CH:8]=2)[C:5]2[C:14]([CH3:21])=[C:15]([NH2:20])[C:16]([CH3:19])=[C:17]([CH3:18])[C:4]=2[O:3]1.[CH3:23][O:24][C:25]1[CH:30]=[CH:29][C:28]([CH2:31][C:32](O)=[O:33])=[CH:27][CH:26]=1. The catalyst is C(OCC)(=O)C.CCCCCC. The product is [CH3:23][O:24][C:25]1[CH:30]=[CH:29][C:28]([CH2:31][C:32]([NH:20][C:15]2[C:16]([CH3:19])=[C:17]([CH3:18])[C:4]3[O:3][C:2]([CH3:22])([CH3:1])[C@H:6]([C:7]4[CH:8]=[CH:9][C:10]([CH3:13])=[CH:11][CH:12]=4)[C:5]=3[C:14]=2[CH3:21])=[O:33])=[CH:27][CH:26]=1. The yield is 0.740.